Dataset: Peptide-MHC class II binding affinity with 134,281 pairs from IEDB. Task: Regression. Given a peptide amino acid sequence and an MHC pseudo amino acid sequence, predict their binding affinity value. This is MHC class II binding data. (1) The peptide sequence is TATYGGKWLDAKSTW. The MHC is DRB1_0802 with pseudo-sequence DRB1_0802. The binding affinity (normalized) is 0.0486. (2) The peptide sequence is RIIAGTLEVHAVKPA. The MHC is DRB1_0901 with pseudo-sequence DRB1_0901. The binding affinity (normalized) is 0.528. (3) The peptide sequence is YDKFLANVSTILTGK. The MHC is DRB1_0802 with pseudo-sequence DRB1_0802. The binding affinity (normalized) is 0.700. (4) The peptide sequence is NQEILELAQSETCSP. The MHC is DRB5_0101 with pseudo-sequence DRB5_0101. The binding affinity (normalized) is 0. (5) The peptide sequence is WMTGRMGERQLQKIE. The MHC is DRB3_0202 with pseudo-sequence DRB3_0202. The binding affinity (normalized) is 0.357. (6) The peptide sequence is KDGRRIVVPCREQDE. The MHC is DRB3_0202 with pseudo-sequence DRB3_0202. The binding affinity (normalized) is 0. (7) The peptide sequence is GELQIVDKIDAAFAI. The MHC is DRB1_0701 with pseudo-sequence DRB1_0701. The binding affinity (normalized) is 0.602. (8) The peptide sequence is AGWLAFFRDLVARGL. The MHC is HLA-DQA10102-DQB10502 with pseudo-sequence HLA-DQA10102-DQB10502. The binding affinity (normalized) is 0.763. (9) The peptide sequence is HGRQIRMAKLLGRDP. The MHC is HLA-DPA10201-DPB11401 with pseudo-sequence HLA-DPA10201-DPB11401. The binding affinity (normalized) is 0.291. (10) The peptide sequence is KNWMTETLLVQNANPDCKTI. The MHC is DRB1_0405 with pseudo-sequence DRB1_0405. The binding affinity (normalized) is 0.562.